From a dataset of Peptide-MHC class I binding affinity with 185,985 pairs from IEDB/IMGT. Regression. Given a peptide amino acid sequence and an MHC pseudo amino acid sequence, predict their binding affinity value. This is MHC class I binding data. The peptide sequence is ADSDDILTL. The MHC is HLA-B44:02 with pseudo-sequence HLA-B44:02. The binding affinity (normalized) is 0.0807.